This data is from Forward reaction prediction with 1.9M reactions from USPTO patents (1976-2016). The task is: Predict the product of the given reaction. (1) Given the reactants [CH3:1][S:2](Cl)(=[O:4])=[O:3].[OH:6][CH2:7][CH2:8][CH2:9][CH:10]1[CH2:22][C:21]2[C:20]3[C:15](=[CH:16][CH:17]=[C:18]([O:23][CH3:24])[CH:19]=3)[NH:14][C:13]=2[C:12](=[O:25])[NH:11]1, predict the reaction product. The product is: [CH3:1][S:2]([O:6][CH2:7][CH2:8][CH2:9][CH:10]1[CH2:22][C:21]2[C:20]3[C:15](=[CH:16][CH:17]=[C:18]([O:23][CH3:24])[CH:19]=3)[NH:14][C:13]=2[C:12](=[O:25])[NH:11]1)(=[O:4])=[O:3]. (2) The product is: [C:1]([O:5][C:6]([N:8]1[C:16]2[C:11](=[CH:12][CH:13]=[C:14]([OH:17])[CH:15]=2)[C:10]([NH2:25])=[N:9]1)=[O:7])([CH3:4])([CH3:2])[CH3:3]. Given the reactants [C:1]([O:5][C:6]([N:8]1[C:16]2[C:11](=[CH:12][CH:13]=[C:14]([O:17][Si](C(C)(C)C)(C)C)[CH:15]=2)[C:10]([NH2:25])=[N:9]1)=[O:7])([CH3:4])([CH3:3])[CH3:2].CCCC[N+](CCCC)(CCCC)CCCC.[F-].O.C(Cl)Cl.CCOC(C)=O, predict the reaction product. (3) The product is: [Br:1][C:2]1[CH:7]=[CH:6][C:5]([C@H:8]2[N:11]([C:12]3[CH:13]=[CH:14][CH:15]=[CH:16][CH:17]=3)[C:10](=[O:18])[C@@H:9]2[CH2:19][CH2:20][C@H:21]([O:29][Si:30]([C:33]([CH3:34])([CH3:36])[CH3:35])([CH3:32])[CH3:31])[C:22]2[CH:23]=[CH:24][C:25]([F:28])=[CH:26][CH:27]=2)=[C:4]([O:37][Si:57]([C:60]([CH3:63])([CH3:62])[CH3:61])([CH3:59])[CH3:58])[CH:3]=1. Given the reactants [Br:1][C:2]1[CH:7]=[CH:6][C:5]([C@H:8]2[N:11]([C:12]3[CH:17]=[CH:16][CH:15]=[CH:14][CH:13]=3)[C:10](=[O:18])[C@@H:9]2[CH2:19][CH2:20][C@H:21]([O:29][Si:30]([C:33]([CH3:36])([CH3:35])[CH3:34])([CH3:32])[CH3:31])[C:22]2[CH:27]=[CH:26][C:25]([F:28])=[CH:24][CH:23]=2)=[C:4]([OH:37])[CH:3]=1.CN(C)C=O.N1C(C)=CC=CC=1C.FC(F)(F)S(O[Si:57]([C:60]([CH3:63])([CH3:62])[CH3:61])([CH3:59])[CH3:58])(=O)=O, predict the reaction product.